This data is from Reaction yield outcomes from USPTO patents with 853,638 reactions. The task is: Predict the reaction yield, written as a fraction of the theoretical maximum amount of product (1.0 means a 100% yield; for example, 0.34 means a 34% yield). (1) The reactants are Br[C:2]1[C:19]2[C:10](=[CH:11][C:12]3[C:17]([CH:18]=2)=[CH:16][CH:15]=[CH:14][CH:13]=3)[CH:9]=[C:8]2[C:3]=1[CH:4]=[CH:5][CH:6]=[CH:7]2.C1(P(C2C=CC=CC=2)C2C=CC=CC=2OC2C=CC=CC=2P(C2C=CC=CC=2)C2C=CC=CC=2)C=CC=CC=1.[CH3:59][O:60][C:61]([C:63]1[CH:68]=[CH:67][CH:66]=[CH:65][C:64]=1B(O)O)=[O:62].C(=O)([O-])[O-].[K+].[K+]. The catalyst is C1C=CC(/C=C/C(/C=C/C2C=CC=CC=2)=O)=CC=1.C1C=CC(/C=C/C(/C=C/C2C=CC=CC=2)=O)=CC=1.C1C=CC(/C=C/C(/C=C/C2C=CC=CC=2)=O)=CC=1.[Pd].[Pd].O.C(O)C.C1(C)C=CC=CC=1. The product is [CH3:59][O:60][C:61](=[O:62])[C:63]1[CH:68]=[CH:67][CH:66]=[CH:65][C:64]=1[C:9]1[C:10]2[C:19](=[CH:18][C:17]3[C:12]([CH:11]=2)=[CH:13][CH:14]=[CH:15][CH:16]=3)[CH:2]=[C:3]2[C:8]=1[CH:7]=[CH:6][CH:5]=[CH:4]2. The yield is 0.730. (2) The reactants are C([NH:9][C:10]([NH:12][C:13]1[C:18]([O:19][C:20]2[CH:25]=[CH:24][C:23]([F:26])=[CH:22][CH:21]=2)=[CH:17][C:16]([Br:27])=[CH:15][N:14]=1)=[S:11])(=O)C1C=CC=CC=1.[OH-].[Na+]. No catalyst specified. The product is [Br:27][C:16]1[CH:17]=[C:18]([O:19][C:20]2[CH:25]=[CH:24][C:23]([F:26])=[CH:22][CH:21]=2)[C:13]([NH:12][C:10]([NH2:9])=[S:11])=[N:14][CH:15]=1. The yield is 0.843. (3) The reactants are ClC1C=CC([C@@H]2CN(C3N=NC(Cl)=CC=3)C[C@H]2C(OC)=O)=CC=1.[Cl:24][C:25]1[CH:30]=[CH:29][C:28]([C@@H:31]2[CH2:35][N:34]([C:36]3[CH:41]=[CH:40][C:39](=[O:42])[NH:38][N:37]=3)[CH2:33][C@H:32]2[C:43]([O:45]C)=[O:44])=[CH:27][CH:26]=1. No catalyst specified. The product is [Cl:24][C:25]1[CH:30]=[CH:29][C:28]([C@@H:31]2[CH2:35][N:34]([C:36]3[CH:41]=[CH:40][C:39](=[O:42])[NH:38][N:37]=3)[CH2:33][C@H:32]2[C:43]([OH:45])=[O:44])=[CH:27][CH:26]=1. The yield is 0.700. (4) The product is [Cl:9][C:10]1[CH:30]=[CH:29][C:13]2[C:14](=[O:15])[C:16]3[C:17](=[CH:18][C:19]4[C:24]([CH:25]=3)=[CH:23][CH:22]=[CH:21][CH:20]=4)[C:26](=[O:27])[C:12]=2[CH:11]=1. The yield is 0.730. No catalyst specified. The reactants are FC(F)(F)S(O)(=O)=O.[Cl:9][C:10]1[CH:30]=[CH:29][C:13]([C:14]([C:16]2[C:17]([C:26](O)=[O:27])=[CH:18][C:19]3[C:24]([CH:25]=2)=[CH:23][CH:22]=[CH:21][CH:20]=3)=[O:15])=[CH:12][CH:11]=1.FC(F)(F)S(OS(C(F)(F)F)(=O)=O)(=O)=O. (5) The catalyst is C(Cl)Cl.CC#N.O.O. The reactants are [NH2:1][C:2]1[C:10]2[C:5](=[N:6][CH:7]=[C:8]([Br:25])[C:9]=2[N:11]2[CH2:16][CH2:15][CH2:14][C@@H:13]([NH:17][C:18](=[O:24])[O:19][C:20]([CH3:23])([CH3:22])[CH3:21])[CH2:12]2)[NH:4][CH:3]=1.C([O:29][C@@H:30]([CH3:34])[C:31](O)=[O:32])(=O)C.C1N(P(Cl)(N2C(=O)OCC2)=O)C(=O)OC1.C(N(CC)CC)C.[Li+].[OH-]. The product is [Br:25][C:8]1[C:9]([N:11]2[CH2:16][CH2:15][CH2:14][C@@H:13]([NH:17][C:18](=[O:24])[O:19][C:20]([CH3:21])([CH3:22])[CH3:23])[CH2:12]2)=[C:10]2[C:2]([NH:1][C:31](=[O:32])[C@@H:30]([OH:29])[CH3:34])=[CH:3][NH:4][C:5]2=[N:6][CH:7]=1. The yield is 0.510. (6) The reactants are Cl.[NH2:2][OH:3].C([O-])(=O)C.[Na+].[CH3:9][CH2:10][CH2:11][CH2:12][CH2:13][CH3:14].[C:15]([O:18][CH2:19][CH3:20])(=[O:17])[CH3:16]. The catalyst is C(O)C. The product is [OH:3][N:2]=[C:11]1[CH2:12][CH2:13][CH2:14][CH:10]1[CH2:9][CH2:16][C:15]([O:18][CH2:19][CH3:20])=[O:17]. The yield is 0.840. (7) The yield is 0.940. The catalyst is CCO.[Pt]. The reactants are [C:1]([O:5][C:6]([N:8]1[CH2:13][CH2:12][N:11]([C:14]2[CH:15]=[CH:16][CH:17]=[C:18]3[C:23]=2[N:22]=[CH:21][CH:20]=[CH:19]3)[CH2:10][CH2:9]1)=[O:7])([CH3:4])([CH3:3])[CH3:2]. The product is [C:1]([O:5][C:6]([N:8]1[CH2:13][CH2:12][N:11]([C:14]2[CH:15]=[CH:16][CH:17]=[C:18]3[C:23]=2[NH:22][CH2:21][CH2:20][CH2:19]3)[CH2:10][CH2:9]1)=[O:7])([CH3:4])([CH3:2])[CH3:3].